The task is: Predict the product of the given reaction.. This data is from Forward reaction prediction with 1.9M reactions from USPTO patents (1976-2016). (1) Given the reactants [C:1]([O:5][C:6](=[O:11])[NH:7][CH2:8][CH2:9][OH:10])([CH3:4])([CH3:3])[CH3:2].C(N(C(C)C)[P:16]([O:25][CH2:26][C:27]1[CH:32]=[CH:31][CH:30]=[CH:29][CH:28]=1)[O:17][CH2:18][C:19]1[CH:24]=[CH:23][CH:22]=[CH:21][CH:20]=1)(C)C.N1C=NN=N1.C1C=C(Cl)C=C(C(OO)=[O:49])C=1, predict the reaction product. The product is: [CH2:26]([O:25][P:16]([O:10][CH2:9][CH2:8][NH:7][C:6](=[O:11])[O:5][C:1]([CH3:4])([CH3:2])[CH3:3])([O:17][CH2:18][C:19]1[CH:20]=[CH:21][CH:22]=[CH:23][CH:24]=1)=[O:49])[C:27]1[CH:28]=[CH:29][CH:30]=[CH:31][CH:32]=1. (2) Given the reactants [CH3:1][C:2]1[N:3]([C:20]2[CH:25]=[CH:24][C:23]([CH2:26][O:27][C@H:28]([CH3:37])[C:29](N3CCOCC3)=[O:30])=[CH:22][CH:21]=2)[C:4]2[C:9]([C:10]=1[C:11]([C:13]1[CH:18]=[CH:17][C:16]([CH3:19])=[CH:15][CH:14]=1)=[O:12])=[CH:8][CH:7]=[CH:6][CH:5]=2.C1C[O:41]CC1.[OH-].[Li+], predict the reaction product. The product is: [CH3:1][C:2]1[N:3]([C:20]2[CH:21]=[CH:22][C:23]([CH2:26][O:27][C@H:28]([CH3:37])[C:29]([OH:41])=[O:30])=[CH:24][CH:25]=2)[C:4]2[C:9]([C:10]=1[C:11](=[O:12])[C:13]1[CH:14]=[CH:15][C:16]([CH3:19])=[CH:17][CH:18]=1)=[CH:8][CH:7]=[CH:6][CH:5]=2. (3) Given the reactants Cl.[N:2]1[N:3]([CH2:7][C:8]([OH:10])=O)[N:4]=[CH:5][CH:6]=1.[F:11][C:12]1[CH:40]=[CH:39][C:15]([O:16][C:17]2[CH:22]=[CH:21][C:20]([NH:23][C:24]([C@@H:26]3[CH2:30][C@@H:29]([CH2:31][C:32]4[CH:37]=[CH:36][CH:35]=[CH:34][C:33]=4[CH3:38])[CH2:28][NH:27]3)=[O:25])=[CH:19][CH:18]=2)=[CH:14][CH:13]=1, predict the reaction product. The product is: [N:4]1[N:3]([CH2:7][C:8]([N:27]2[CH2:28][C@H:29]([CH2:31][C:32]3[CH:37]=[CH:36][CH:35]=[CH:34][C:33]=3[CH3:38])[CH2:30][C@H:26]2[C:24]([NH:23][C:20]2[CH:21]=[CH:22][C:17]([O:16][C:15]3[CH:39]=[CH:40][C:12]([F:11])=[CH:13][CH:14]=3)=[CH:18][CH:19]=2)=[O:25])=[O:10])[N:2]=[CH:6][CH:5]=1. (4) Given the reactants [CH:1]1([CH:7]([NH:23][C:24]2[CH:32]=[CH:31][C:27](C(O)=O)=[CH:26][CH:25]=2)[C:8]2[CH:12]=[C:11]([C:13]3[CH:18]=[CH:17][C:16]([F:19])=[CH:15][CH:14]=3)[O:10][C:9]=2[CH2:20][O:21][CH3:22])[CH2:6][CH2:5][CH2:4][CH2:3][CH2:2]1.[CH3:33][NH:34][CH2:35][CH2:36][C:37]([O:39]CC)=[O:38].Cl.C(N=C=NCCCN(C)C)C.O.[OH:55][C:56]1C2N=NNC=2C=CC=1, predict the reaction product. The product is: [CH:1]1([CH:7]([NH:23][C:24]2[CH:25]=[CH:26][C:27]([C:56]([N:34]([CH3:33])[CH2:35][CH2:36][C:37]([OH:39])=[O:38])=[O:55])=[CH:31][CH:32]=2)[C:8]2[CH:12]=[C:11]([C:13]3[CH:14]=[CH:15][C:16]([F:19])=[CH:17][CH:18]=3)[O:10][C:9]=2[CH2:20][O:21][CH3:22])[CH2:2][CH2:3][CH2:4][CH2:5][CH2:6]1. (5) Given the reactants CNC.[N:4]1[CH:9]=[CH:8][CH:7]=[C:6]([CH2:10][CH:11]([C:15](O)=O)[C:12]([OH:14])=[O:13])[CH:5]=1.C=O, predict the reaction product. The product is: [N:4]1[CH:9]=[CH:8][CH:7]=[C:6]([CH2:10][C:11](=[CH2:15])[C:12]([OH:14])=[O:13])[CH:5]=1.